The task is: Predict the product of the given reaction.. This data is from Forward reaction prediction with 1.9M reactions from USPTO patents (1976-2016). (1) Given the reactants [N+:1]([C:4]1[N:5]=[CH:6][N:7]([C@@H:9]2[CH2:12][C@H:11]([O:13][S:14]([C:17]3[CH:22]=[CH:21][C:20]([CH3:23])=[CH:19][CH:18]=3)(=[O:16])=[O:15])[CH2:10]2)[CH:8]=1)([O-])=O.CCN(CC)CC.[C:31]1([CH2:41][C:42](O)=[O:43])[C:40]2[C:35](=[CH:36][CH:37]=[CH:38][CH:39]=2)[CH:34]=[CH:33][CH:32]=1, predict the reaction product. The product is: [C:31]1([CH2:41][C:42]([NH:1][C:4]2[N:5]=[CH:6][N:7]([C@H:9]3[CH2:12][C@H:11]([O:13][S:14]([C:17]4[CH:22]=[CH:21][C:20]([CH3:23])=[CH:19][CH:18]=4)(=[O:16])=[O:15])[CH2:10]3)[CH:8]=2)=[O:43])[C:40]2[C:35](=[CH:36][CH:37]=[CH:38][CH:39]=2)[CH:34]=[CH:33][CH:32]=1. (2) The product is: [Cl:27][C:28]1[CH:29]=[CH:30][C:31]([CH2:34][O:35][C:36]2[CH:41]=[N:40][N:39]([CH2:15][C:16]([C:18]3[CH:23]=[CH:22][C:21]([CH2:24][OH:25])=[CH:20][CH:19]=3)=[O:17])[C:38](=[O:42])[CH:37]=2)=[N:32][CH:33]=1. Given the reactants C(OC1C=CN([CH2:15][C:16]([C:18]2[CH:23]=[CH:22][C:21]([CH2:24][OH:25])=[CH:20][CH:19]=2)=[O:17])C(=O)C=1)C1C=CC=CC=1.[Cl:27][C:28]1[CH:29]=[CH:30][C:31]([CH2:34][O:35][C:36]2[CH:41]=[N:40][NH:39][C:38](=[O:42])[CH:37]=2)=[N:32][CH:33]=1.BrCC(C1C=CC(CO)=CC=1)=O, predict the reaction product. (3) Given the reactants [CH3:1][O:2][C:3]1[C:4]([CH2:13][N:14]2[CH2:19][CH2:18][C@@H:17]([CH3:20])[CH2:16][C@H:15]2[C:21]2[CH:29]=[CH:28][C:24]([C:25]([OH:27])=[O:26])=[CH:23][CH:22]=2)=[C:5]2[C:9](=[C:10]([CH3:12])[CH:11]=1)[NH:8][CH:7]=[CH:6]2.CO.[OH:32][P:33]([OH:36])([OH:35])=[O:34], predict the reaction product. The product is: [P:33]([OH:36])([OH:35])([OH:34])=[O:32].[CH3:1][O:2][C:3]1[C:4]([CH2:13][N:14]2[CH2:19][CH2:18][C@@H:17]([CH3:20])[CH2:16][C@H:15]2[C:21]2[CH:22]=[CH:23][C:24]([C:25]([OH:27])=[O:26])=[CH:28][CH:29]=2)=[C:5]2[C:9](=[C:10]([CH3:12])[CH:11]=1)[NH:8][CH:7]=[CH:6]2. (4) Given the reactants [Br:1][C:2]1[CH:7]=[CH:6][C:5](F)=[CH:4][C:3]=1[Cl:9].[CH3:10][S-:11].[Na+].O, predict the reaction product. The product is: [Br:1][C:2]1[CH:7]=[CH:6][C:5]([S:11][CH3:10])=[CH:4][C:3]=1[Cl:9]. (5) Given the reactants NC(N)=O.CO[CH:7]([O:28]C)[CH2:8][N:9]1[C:17]2[C:12](=[CH:13][C:14]([O:18][C:19]3[CH:24]=[CH:23][C:22]([F:25])=[CH:21][C:20]=3[CH2:26][NH2:27])=[CH:15][CH:16]=2)[CH:11]=[N:10]1.[C:30]([C:34]1[CH:38]=[C:37]([NH:39][C:40](=O)[O:41]CC(Cl)(Cl)Cl)[N:36]([C:48]2[CH:53]=[CH:52][C:51]([CH3:54])=[CH:50][CH:49]=2)[N:35]=1)([CH3:33])([CH3:32])[CH3:31].C(N(CC)C(C)C)(C)C, predict the reaction product. The product is: [C:30]([C:34]1[CH:38]=[C:37]([NH:39][C:40]([NH:27][CH2:26][C:20]2[CH:21]=[C:22]([F:25])[CH:23]=[CH:24][C:19]=2[O:18][C:14]2[CH:13]=[C:12]3[C:17](=[CH:16][CH:15]=2)[N:9]([CH2:8][CH2:7][OH:28])[N:10]=[CH:11]3)=[O:41])[N:36]([C:48]2[CH:53]=[CH:52][C:51]([CH3:54])=[CH:50][CH:49]=2)[N:35]=1)([CH3:33])([CH3:32])[CH3:31]. (6) Given the reactants [O:1]1[C:5]2[CH:6]=[CH:7][C:8]([CH2:10][N:11]3[CH2:16][CH2:15][C:14]([CH2:18][C:19](=[O:26])[C:20]4[CH:25]=[CH:24][CH:23]=[CH:22][CH:21]=4)(O)[CH2:13][CH2:12]3)=[CH:9][C:4]=2[O:3][CH2:2]1.O=S(Cl)[Cl:29], predict the reaction product. The product is: [ClH:29].[O:1]1[C:5]2[CH:6]=[CH:7][C:8]([CH2:10][N:11]3[CH2:16][CH2:15][C:14]([CH2:18][C:19](=[O:26])[C:20]4[CH:25]=[CH:24][CH:23]=[CH:22][CH:21]=4)([Cl:29])[CH2:13][CH2:12]3)=[CH:9][C:4]=2[O:3][CH2:2]1. (7) Given the reactants [Cl:1][C:2]1[CH:7]=[CH:6][C:5]([OH:8])=[CH:4][N:3]=1.C(=O)([O-])[O-].[Na+].[Na+].[I:15]I.Cl.[CH2:18](Br)[C:19]1[CH:24]=[CH:23][CH:22]=[CH:21][CH:20]=1.C(=O)([O-])[O-].[K+].[K+], predict the reaction product. The product is: [CH2:18]([O:8][C:5]1[C:4]([I:15])=[N:3][C:2]([Cl:1])=[CH:7][CH:6]=1)[C:19]1[CH:24]=[CH:23][CH:22]=[CH:21][CH:20]=1. (8) The product is: [CH3:3][CH:2]([N:4]1[CH2:9][CH2:8][CH:7]([CH2:10][CH:11]2[CH2:12][CH2:13][N:14]([C:18]3[CH:19]=[N:20][C:21]([C:24]([F:27])([F:26])[F:25])=[N:22][CH:23]=3)[CH2:15][CH2:16]2)[CH2:6][CH2:5]1)[CH3:1]. Given the reactants [CH3:1][CH:2]([N:4]1[CH2:9][CH2:8][CH:7]([CH2:10][CH:11]2[CH2:16][CH2:15][NH:14][CH2:13][CH2:12]2)[CH2:6][CH2:5]1)[CH3:3].Br[C:18]1[CH:19]=[N:20][C:21]([C:24]([F:27])([F:26])[F:25])=[N:22][CH:23]=1, predict the reaction product. (9) Given the reactants [CH3:1][C:2]1([CH3:12])[O:6][C@H:5]([CH2:7]C(O)=O)[C:4](=[O:11])[O:3]1.C([N:15]([CH2:18]C)CC)C.C1(P(N=[N+]=[N-])(C2C=CC=CC=2)=[O:27])C=CC=CC=1.[CH2:37]([OH:44])[C:38]1[CH:43]=[CH:42][CH:41]=[CH:40][CH:39]=1, predict the reaction product. The product is: [CH2:37]([O:44][C:18](=[O:27])[NH:15][CH2:7][C@@H:5]1[C:4](=[O:11])[O:3][C:2]([CH3:1])([CH3:12])[O:6]1)[C:38]1[CH:43]=[CH:42][CH:41]=[CH:40][CH:39]=1. (10) Given the reactants [CH2:1]([S:8][C:9]1[CH:17]=[CH:16][CH:15]=[CH:14][C:10]=1[C:11](O)=[O:12])[C:2]1[CH:7]=[CH:6][CH:5]=[CH:4][CH:3]=1.[H-].[H-].[H-].[H-].[Li+].[Al+3].CO.Cl, predict the reaction product. The product is: [CH2:1]([S:8][C:9]1[CH:17]=[CH:16][CH:15]=[CH:14][C:10]=1[CH2:11][OH:12])[C:2]1[CH:3]=[CH:4][CH:5]=[CH:6][CH:7]=1.